This data is from Forward reaction prediction with 1.9M reactions from USPTO patents (1976-2016). The task is: Predict the product of the given reaction. Given the reactants [CH3:1][O:2][C:3]1[CH:4]=[C:5]([C:12](=O)[CH3:13])[CH:6]=[CH:7][C:8]=1[N+:9]([O-])=O.[NH:15]1[CH2:20][CH2:19][O:18][CH2:17][CH2:16]1.[BH-](OC(C)=O)(OC(C)=O)OC(C)=O.[Na+].C([O-])(O)=O.[Na+], predict the reaction product. The product is: [CH3:1][O:2][C:3]1[CH:4]=[C:5]([CH:12]([N:15]2[CH2:20][CH2:19][O:18][CH2:17][CH2:16]2)[CH3:13])[CH:6]=[CH:7][C:8]=1[NH2:9].